Dataset: CYP1A2 inhibition data for predicting drug metabolism from PubChem BioAssay. Task: Regression/Classification. Given a drug SMILES string, predict its absorption, distribution, metabolism, or excretion properties. Task type varies by dataset: regression for continuous measurements (e.g., permeability, clearance, half-life) or binary classification for categorical outcomes (e.g., BBB penetration, CYP inhibition). Dataset: cyp1a2_veith. (1) The compound is COc1ncc2nc(-c3ccc(F)cc3)c(=O)n(C)c2n1. The result is 1 (inhibitor). (2) The compound is O=C(CNC(=O)c1ccccn1)N/N=C/c1ccccc1. The result is 1 (inhibitor).